Predict which catalyst facilitates the given reaction. From a dataset of Catalyst prediction with 721,799 reactions and 888 catalyst types from USPTO. (1) Reactant: [C:1]([NH:9][C:10]([NH:12][C:13]1[CH:18]=[C:17]([N:19]([CH2:21][CH2:22][O:23][CH3:24])[CH3:20])[CH:16]=[CH:15][C:14]=1[O:25][CH3:26])=[S:11])(=[O:8])[C:2]1[CH:7]=[CH:6][CH:5]=[CH:4][CH:3]=1.BrBr. Product: [CH3:26][O:25][C:14]1[C:13]2[N:12]=[C:10]([NH:9][C:1](=[O:8])[C:2]3[CH:7]=[CH:6][CH:5]=[CH:4][CH:3]=3)[S:11][C:18]=2[C:17]([N:19]([CH2:21][CH2:22][O:23][CH3:24])[CH3:20])=[CH:16][CH:15]=1. The catalyst class is: 22. (2) Reactant: [F:1][C:2]([F:14])([F:13])[CH:3]1[CH:8]2[CH2:9][C:5](C(Cl)=O)([CH:6]=[CH:7]2)[CH2:4]1.[CH3:15][C:16]([CH3:19])([O-:18])[CH3:17].[Li+].CCCCCC.[O-:27][CH2:28]CCC. The catalyst class is: 1. Product: [C:16]([O:18][C:28]([CH:4]1[CH:3]([C:2]([F:1])([F:13])[F:14])[CH:8]2[CH2:9][CH:5]1[CH:6]=[CH:7]2)=[O:27])([CH3:19])([CH3:17])[CH3:15].